From a dataset of Merck oncology drug combination screen with 23,052 pairs across 39 cell lines. Regression. Given two drug SMILES strings and cell line genomic features, predict the synergy score measuring deviation from expected non-interaction effect. Drug 1: CN(Cc1cnc2nc(N)nc(N)c2n1)c1ccc(C(=O)NC(CCC(=O)O)C(=O)O)cc1. Drug 2: O=C(NOCC(O)CO)c1ccc(F)c(F)c1Nc1ccc(I)cc1F. Cell line: OV90. Synergy scores: synergy=-3.12.